Regression. Given two drug SMILES strings and cell line genomic features, predict the synergy score measuring deviation from expected non-interaction effect. From a dataset of NCI-60 drug combinations with 297,098 pairs across 59 cell lines. (1) Synergy scores: CSS=37.9, Synergy_ZIP=-0.313, Synergy_Bliss=-3.36, Synergy_Loewe=-26.6, Synergy_HSA=-3.67. Drug 2: CC1=C(C(=O)C2=C(C1=O)N3CC4C(C3(C2COC(=O)N)OC)N4)N. Drug 1: C1=CN(C=N1)CC(O)(P(=O)(O)O)P(=O)(O)O. Cell line: LOX IMVI. (2) Cell line: NCI-H226. Drug 2: C1CNP(=O)(OC1)N(CCCl)CCCl. Synergy scores: CSS=-2.06, Synergy_ZIP=1.02, Synergy_Bliss=-0.691, Synergy_Loewe=-0.614, Synergy_HSA=-2.54. Drug 1: CC(C)NC(=O)C1=CC=C(C=C1)CNNC.Cl. (3) Drug 1: C1CN(P(=O)(OC1)NCCCl)CCCl. Drug 2: CC(C)CN1C=NC2=C1C3=CC=CC=C3N=C2N. Cell line: UO-31. Synergy scores: CSS=-0.116, Synergy_ZIP=-0.000289, Synergy_Bliss=-1.05, Synergy_Loewe=-0.812, Synergy_HSA=-1.75. (4) Drug 1: CC(CN1CC(=O)NC(=O)C1)N2CC(=O)NC(=O)C2. Drug 2: CC1=C(C=C(C=C1)C(=O)NC2=CC(=CC(=C2)C(F)(F)F)N3C=C(N=C3)C)NC4=NC=CC(=N4)C5=CN=CC=C5. Cell line: OVCAR-4. Synergy scores: CSS=7.76, Synergy_ZIP=-2.29, Synergy_Bliss=-0.665, Synergy_Loewe=-1.81, Synergy_HSA=-2.28. (5) Drug 1: CC1=C2C(C(=O)C3(C(CC4C(C3C(C(C2(C)C)(CC1OC(=O)C(C(C5=CC=CC=C5)NC(=O)OC(C)(C)C)O)O)OC(=O)C6=CC=CC=C6)(CO4)OC(=O)C)OC)C)OC. Drug 2: C1=C(C(=O)NC(=O)N1)N(CCCl)CCCl. Cell line: NCI/ADR-RES. Synergy scores: CSS=23.1, Synergy_ZIP=3.46, Synergy_Bliss=5.01, Synergy_Loewe=4.44, Synergy_HSA=5.91. (6) Synergy scores: CSS=41.4, Synergy_ZIP=6.38, Synergy_Bliss=4.35, Synergy_Loewe=-4.46, Synergy_HSA=-4.57. Drug 2: B(C(CC(C)C)NC(=O)C(CC1=CC=CC=C1)NC(=O)C2=NC=CN=C2)(O)O. Drug 1: C#CCC(CC1=CN=C2C(=N1)C(=NC(=N2)N)N)C3=CC=C(C=C3)C(=O)NC(CCC(=O)O)C(=O)O. Cell line: ACHN. (7) Drug 1: CCC1=CC2CC(C3=C(CN(C2)C1)C4=CC=CC=C4N3)(C5=C(C=C6C(=C5)C78CCN9C7C(C=CC9)(C(C(C8N6C)(C(=O)OC)O)OC(=O)C)CC)OC)C(=O)OC. Drug 2: CC1=C(C(=CC=C1)Cl)NC(=O)C2=CN=C(S2)NC3=CC(=NC(=N3)C)N4CCN(CC4)CCO. Cell line: SK-OV-3. Synergy scores: CSS=65.2, Synergy_ZIP=-0.835, Synergy_Bliss=-1.44, Synergy_Loewe=6.07, Synergy_HSA=7.42. (8) Cell line: BT-549. Drug 1: C1=CC(=C2C(=C1NCCNCCO)C(=O)C3=C(C=CC(=C3C2=O)O)O)NCCNCCO. Drug 2: C1=CC(=CC=C1CC(C(=O)O)N)N(CCCl)CCCl.Cl. Synergy scores: CSS=43.7, Synergy_ZIP=-0.551, Synergy_Bliss=1.50, Synergy_Loewe=-12.6, Synergy_HSA=3.36.